Dataset: Reaction yield outcomes from USPTO patents with 853,638 reactions. Task: Predict the reaction yield, written as a fraction of the theoretical maximum amount of product (1.0 means a 100% yield; for example, 0.34 means a 34% yield). The reactants are [Si]([O:8][CH2:9][CH2:10][CH:11]([N:19]1[C:27]2[C:22](=[CH:23][CH:24]=[CH:25][CH:26]=2)[C:21]2([CH2:32][CH2:31][CH2:30][CH2:29][CH2:28]2)[C:20]1=[O:33])[C:12]1[CH:17]=[CH:16][CH:15]=[C:14]([F:18])[CH:13]=1)(C(C)(C)C)(C)C.[F-].C([N+](CCCC)(CCCC)CCCC)CCC. The catalyst is O1CCCC1. The product is [F:18][C:14]1[CH:13]=[C:12]([CH:11]([N:19]2[C:27]3[C:22](=[CH:23][CH:24]=[CH:25][CH:26]=3)[C:21]3([CH2:32][CH2:31][CH2:30][CH2:29][CH2:28]3)[C:20]2=[O:33])[CH2:10][CH2:9][OH:8])[CH:17]=[CH:16][CH:15]=1. The yield is 0.840.